This data is from Forward reaction prediction with 1.9M reactions from USPTO patents (1976-2016). The task is: Predict the product of the given reaction. (1) Given the reactants FC(F)(F)C([O-])=O.[F:8][C:9]1[CH:10]=[C:11]([CH2:16][C@H:17]([NH3+:51])[C:18](=[O:50])[NH:19][C@H:20]2[CH2:41][O:40][C:39](=[O:42])[C@H:38]3[N:34]([CH2:35][CH2:36][CH2:37]3)[C:33](=[O:43])[C@H:32]([CH3:44])[NH:31][C:30](=[O:45])[C@H:29]([CH3:46])[N:28]([CH3:47])[C:27](=[O:48])[C@H:26]3[N:22]([CH2:23][CH2:24][CH2:25]3)[C:21]2=[O:49])[CH:12]=[C:13]([F:15])[CH:14]=1.[C:52](O)(=[O:59])/[CH:53]=[CH:54]/[CH2:55][CH2:56][CH2:57][CH3:58].CN(C(ON1N=NC2C=CC=NC1=2)=[N+](C)C)C.F[P-](F)(F)(F)(F)F.C(N(C(C)C)C(C)C)C, predict the reaction product. The product is: [F:8][C:9]1[CH:10]=[C:11]([CH2:16][C@H:17]([NH:51][C:52](=[O:59])/[CH:53]=[CH:54]/[CH2:55][CH2:56][CH2:57][CH3:58])[C:18](=[O:50])[NH:19][C@H:20]2[CH2:41][O:40][C:39](=[O:42])[C@H:38]3[N:34]([CH2:35][CH2:36][CH2:37]3)[C:33](=[O:43])[C@H:32]([CH3:44])[NH:31][C:30](=[O:45])[C@H:29]([CH3:46])[N:28]([CH3:47])[C:27](=[O:48])[C@H:26]3[N:22]([CH2:23][CH2:24][CH2:25]3)[C:21]2=[O:49])[CH:12]=[C:13]([F:15])[CH:14]=1. (2) Given the reactants [Cl:1][C:2]1[C:3](=[O:30])[N:4]([C:19]2[CH:24]=[C:23]([C:25](=O)[C:26]#[CH:27])[CH:22]=[CH:21][C:20]=2[CH3:29])[C:5]([CH3:18])=[N:6][C:7]=1[O:8][CH2:9][C:10]1[CH:15]=[CH:14][CH:13]=[C:12]([O:16][CH3:17])[CH:11]=1.Cl.[OH:32][C:33]([CH3:38])([CH3:37])[C:34]([NH2:36])=[NH:35].C(=O)([O-])[O-].[K+].[K+], predict the reaction product. The product is: [Cl:1][C:2]1[C:3](=[O:30])[N:4]([C:19]2[CH:24]=[C:23]([C:25]3[CH:26]=[CH:27][N:36]=[C:34]([C:33]([OH:32])([CH3:38])[CH3:37])[N:35]=3)[CH:22]=[CH:21][C:20]=2[CH3:29])[C:5]([CH3:18])=[N:6][C:7]=1[O:8][CH2:9][C:10]1[CH:15]=[CH:14][CH:13]=[C:12]([O:16][CH3:17])[CH:11]=1.